From a dataset of Catalyst prediction with 721,799 reactions and 888 catalyst types from USPTO. Predict which catalyst facilitates the given reaction. (1) Reactant: [C:1]([O:5][C:6]([N:8]1[CH2:13][CH2:12][CH:11]([C:14]2[NH:15][CH:16]=[C:17]([C:19]3[CH:24]=[CH:23][C:22]([F:25])=[C:21]([C:26]([F:29])([F:28])[F:27])[CH:20]=3)[N:18]=2)[CH2:10][CH2:9]1)=[O:7])([CH3:4])([CH3:3])[CH3:2].[OH-].[K+].Cl.[CH2:33]([N:40]1[CH2:45][CH2:44][CH2:43][CH2:42][C@@H:41]1[CH2:46]Br)[C:34]1[CH:39]=[CH:38][CH:37]=[CH:36][CH:35]=1.O. Product: [C:1]([O:5][C:6]([N:8]1[CH2:13][CH2:12][CH:11]([C:14]2[N:15]([CH2:46][CH:41]3[CH2:42][CH2:43][CH2:44][CH2:45][N:40]3[CH2:33][C:34]3[CH:39]=[CH:38][CH:37]=[CH:36][CH:35]=3)[CH:16]=[C:17]([C:19]3[CH:24]=[CH:23][C:22]([F:25])=[C:21]([C:26]([F:27])([F:28])[F:29])[CH:20]=3)[N:18]=2)[CH2:10][CH2:9]1)=[O:7])([CH3:4])([CH3:2])[CH3:3]. The catalyst class is: 16. (2) Reactant: [C:1](=[O:10])([O:7][CH:8]=[CH2:9])[O:2][CH2:3][CH2:4][CH2:5][OH:6].C(N(CC)CC)C.[CH3:18][Si:19](Cl)([CH3:21])[CH3:20]. Product: [C:1](=[O:10])([O:7][CH:8]=[CH2:9])[O:2][CH2:3][CH2:4][CH2:5][O:6][Si:19]([CH3:21])([CH3:20])[CH3:18]. The catalyst class is: 25. (3) Reactant: [Cl:1][C:2]1[CH:10]=[C:5]2[CH:6]=[CH:7][CH:8]=[CH:9][N:4]2[N:3]=1.[I:11]N1C(=O)CCC1=O. Product: [Cl:1][C:2]1[C:10]([I:11])=[C:5]2[CH:6]=[CH:7][CH:8]=[CH:9][N:4]2[N:3]=1. The catalyst class is: 10. (4) Reactant: [F:1][C:2]1[CH:7]=[CH:6][C:5]([C:8]2[N:12]([CH3:13])[N:11]=[CH:10][C:9]=2/[CH:14]=[CH:15]/[C:16]([NH:18][C:19]2[CH:24]=[CH:23][C:22]([CH2:25][CH:26]([OH:30])[C:27]([OH:29])=O)=[CH:21][CH:20]=2)=[O:17])=[CH:4][CH:3]=1.[C:31](Cl)(=[O:35])[O:32][CH2:33][CH3:34].C(N(CC)CC)C.[NH3:44]. Product: [CH2:33]([O:32][C:31]([O:30][CH:26]([CH2:25][C:22]1[CH:21]=[CH:20][C:19]([NH:18][C:16](=[O:17])/[CH:15]=[CH:14]/[C:9]2[CH:10]=[N:11][N:12]([CH3:13])[C:8]=2[C:5]2[CH:4]=[CH:3][C:2]([F:1])=[CH:7][CH:6]=2)=[CH:24][CH:23]=1)[C:27]([NH2:44])=[O:29])=[O:35])[CH3:34]. The catalyst class is: 13.